From a dataset of Full USPTO retrosynthesis dataset with 1.9M reactions from patents (1976-2016). Predict the reactants needed to synthesize the given product. (1) Given the product [CH3:1][CH2:2][O:3][C:4]([C:6]1[N:7]([S:18]([C:21]2[CH:22]=[CH:23][C:24]([CH3:27])=[CH:25][CH:26]=2)(=[O:20])=[O:19])[C:8]2[C:13]([CH:14]=1)=[CH:12][C:11]([C:15]([O:17][C:11]([CH3:15])([CH3:12])[CH3:10])=[O:16])=[CH:10][CH:9]=2)=[O:5], predict the reactants needed to synthesize it. The reactants are: [CH3:1][CH2:2][O:3][C:4]([C:6]1[N:7]([S:18]([C:21]2[CH:26]=[CH:25][C:24]([CH3:27])=[CH:23][CH:22]=2)(=[O:20])=[O:19])[C:8]2[C:13]([CH:14]=1)=[CH:12][C:11]([C:15]([OH:17])=[O:16])=[CH:10][CH:9]=2)=[O:5]. (2) The reactants are: Cl[CH2:2][CH2:3][O:4][C:5]1[CH:10]=[CH:9][CH:8]=[CH:7][C:6]=1[N+:11]([O-:13])=[O:12].[F:14][C:15]1[CH:16]=[CH:17][C:18]([N+:22]([O-:24])=[O:23])=[C:19]([OH:21])[CH:20]=1.C(=O)([O-])[O-].[K+].[K+].O. Given the product [F:14][C:15]1[CH:16]=[CH:17][C:18]([N+:22]([O-:24])=[O:23])=[C:19]([O:21][CH2:2][CH2:3][O:4][C:5]2[CH:10]=[CH:9][CH:8]=[CH:7][C:6]=2[N+:11]([O-:13])=[O:12])[CH:20]=1, predict the reactants needed to synthesize it. (3) Given the product [O:9]=[C:8]1[NH:7][C:6]2[CH:10]=[CH:11][CH:12]=[CH:13][C:5]=2[NH:4][C:3](=[O:14])[CH:2]1[NH:1][C:15](=[O:19])[CH2:16][CH2:17][CH3:18], predict the reactants needed to synthesize it. The reactants are: [NH2:1][CH:2]1[C:8](=[O:9])[NH:7][C:6]2[CH:10]=[CH:11][CH:12]=[CH:13][C:5]=2[NH:4][C:3]1=[O:14].[C:15](Cl)(=[O:19])[CH2:16][CH2:17][CH3:18]. (4) Given the product [F:37][C:20]([F:19])([F:36])[C:21]([CH2:1][C:2]1[O:10][C:9]2[CH:8]=[CH:7][N:6]=[CH:5][C:4]=2[CH:3]=1)([OH:35])[CH2:22][C:23]([C:26]1[CH:31]=[C:30]([F:32])[CH:29]=[CH:28][C:27]=1[O:33][CH3:34])([CH3:25])[CH3:24], predict the reactants needed to synthesize it. The reactants are: [CH3:1][C:2]1[O:10][C:9]2[CH:8]=[CH:7][N:6]=[CH:5][C:4]=2[CH:3]=1.C([N-]C(C)C)(C)C.[Li+].[F:19][C:20]([F:37])([F:36])[C:21](=[O:35])[CH2:22][C:23]([C:26]1[CH:31]=[C:30]([F:32])[CH:29]=[CH:28][C:27]=1[O:33][CH3:34])([CH3:25])[CH3:24]. (5) The reactants are: Cl[C:2]1[C:11]2[C:6](=[CH:7][C:8]([O:14][CH2:15][CH2:16][O:17][CH3:18])=[C:9]([O:12][CH3:13])[CH:10]=2)[N:5]=[N:4][CH:3]=1.[Cl:19][C:20]1[CH:26]=[CH:25][C:23]([NH2:24])=[C:22]([F:27])[CH:21]=1. Given the product [Cl:19][C:20]1[CH:26]=[CH:25][C:23]([NH:24][C:2]2[C:11]3[C:6](=[CH:7][C:8]([O:14][CH2:15][CH2:16][O:17][CH3:18])=[C:9]([O:12][CH3:13])[CH:10]=3)[N:5]=[N:4][CH:3]=2)=[C:22]([F:27])[CH:21]=1, predict the reactants needed to synthesize it.